From a dataset of CYP3A4 inhibition data for predicting drug metabolism from PubChem BioAssay. Regression/Classification. Given a drug SMILES string, predict its absorption, distribution, metabolism, or excretion properties. Task type varies by dataset: regression for continuous measurements (e.g., permeability, clearance, half-life) or binary classification for categorical outcomes (e.g., BBB penetration, CYP inhibition). Dataset: cyp3a4_veith. (1) The compound is COc1cc2c(cc1OC)[C@@H]1C(=O)c3ccc4c(c3O[C@@H]1CO2)C=CC(C)(C)O4. The result is 1 (inhibitor). (2) The molecule is Cc1cc2nnc(SCC(=O)N3CCN(c4ccccc4)CC3)n2c(N)n1. The result is 1 (inhibitor). (3) The compound is O=C(Oc1ccc2ccccc2c1Br)N1CCCCCC1. The result is 1 (inhibitor). (4) The drug is CC[C@H]1C2=C3C(CC[C@H]4C(OCc5ccc(F)cc5C(F)(F)F)OC[C@](C)([C@@H]34)N(C(=O)OC(C)(C)C)C2)C2COC(=O)OCC21. The result is 1 (inhibitor). (5) The drug is Br.C[N+](C)(C)CCCCCNCC12CC3CC(CC(C3)C1)C2.[Br-]. The result is 0 (non-inhibitor). (6) The molecule is COc1cccc(-c2nc(N3CCNCC3)c3ccccc3n2)c1. The result is 1 (inhibitor). (7) The molecule is COc1ccccc1C(=O)Nc1cc2c(ccc3ccccc32)oc1=O. The result is 0 (non-inhibitor). (8) The compound is Cc1ccc(C)c(NC(=S)NNC(=O)c2ccc(Br)o2)c1. The result is 1 (inhibitor).